Dataset: Reaction yield outcomes from USPTO patents with 853,638 reactions. Task: Predict the reaction yield, written as a fraction of the theoretical maximum amount of product (1.0 means a 100% yield; for example, 0.34 means a 34% yield). The reactants are C(OC(=O)[NH:7][CH2:8][CH2:9][O:10][C:11]1[C:20]2[C:15](=[CH:16][C:17]([F:21])=[CH:18][CH:19]=2)[C:14]([O:22]CC2C=CC=CC=2)=[N:13][C:12]=1[C:30]1[CH:35]=[CH:34][C:33]([Cl:36])=[C:32]([Cl:37])[CH:31]=1)(C)(C)C.[F:39][C:40]([F:45])([F:44])[C:41]([OH:43])=[O:42].C(Cl)Cl. No catalyst specified. The product is [F:39][C:40]([F:45])([F:44])[C:41]([OH:43])=[O:42].[NH2:7][CH2:8][CH2:9][O:10][C:11]1[C:20]2[C:15](=[CH:16][C:17]([F:21])=[CH:18][CH:19]=2)[C:14](=[O:22])[NH:13][C:12]=1[C:30]1[CH:35]=[CH:34][C:33]([Cl:36])=[C:32]([Cl:37])[CH:31]=1. The yield is 0.760.